From a dataset of NCI-60 drug combinations with 297,098 pairs across 59 cell lines. Regression. Given two drug SMILES strings and cell line genomic features, predict the synergy score measuring deviation from expected non-interaction effect. (1) Drug 1: CC12CCC3C(C1CCC2=O)CC(=C)C4=CC(=O)C=CC34C. Drug 2: COC1=C2C(=CC3=C1OC=C3)C=CC(=O)O2. Cell line: RXF 393. Synergy scores: CSS=26.7, Synergy_ZIP=1.42, Synergy_Bliss=2.62, Synergy_Loewe=-2.78, Synergy_HSA=0.804. (2) Synergy scores: CSS=4.14, Synergy_ZIP=-2.45, Synergy_Bliss=-2.25, Synergy_Loewe=-7.11, Synergy_HSA=-2.50. Drug 1: CN1C(=O)N2C=NC(=C2N=N1)C(=O)N. Drug 2: C(CCl)NC(=O)N(CCCl)N=O. Cell line: HOP-92. (3) Drug 1: C1=NNC2=C1C(=O)NC=N2. Drug 2: CCN(CC)CCCC(C)NC1=C2C=C(C=CC2=NC3=C1C=CC(=C3)Cl)OC. Cell line: SK-MEL-5. Synergy scores: CSS=-2.05, Synergy_ZIP=1.21, Synergy_Bliss=1.78, Synergy_Loewe=-6.86, Synergy_HSA=-2.86.